This data is from Forward reaction prediction with 1.9M reactions from USPTO patents (1976-2016). The task is: Predict the product of the given reaction. (1) Given the reactants [C:1]1([C@@H:7]([NH:9][C@H:10]2[CH2:15][CH2:14][CH2:13][CH2:12][C@@H:11]2[CH2:16][OH:17])[CH3:8])[CH:6]=[CH:5][CH:4]=[CH:3][CH:2]=1.Br[CH2:19][C:20]([O:22][CH2:23][CH3:24])=[O:21].C(=O)(O)[O-].[Na+], predict the reaction product. The product is: [OH:17][CH2:16][C@H:11]1[CH2:12][CH2:13][CH2:14][CH2:15][C@@H:10]1[N:9]([C@H:7]([C:1]1[CH:6]=[CH:5][CH:4]=[CH:3][CH:2]=1)[CH3:8])[CH2:19][C:20]([O:22][CH2:23][CH3:24])=[O:21]. (2) Given the reactants [C:1]([CH2:3][C:4]([N:6]1[CH2:9][CH:8]([N:10]2[CH:14]=[C:13]([C:15]([NH2:17])=[O:16])[C:12]([C:18]3[CH:23]=[CH:22][C:21]([O:24][C:25]4[CH:30]=[CH:29][CH:28]=[CH:27][CH:26]=4)=[CH:20][CH:19]=3)=[N:11]2)[CH2:7]1)=[O:5])#[N:2].[CH:31](=O)[CH3:32].[OH-].[Na+], predict the reaction product. The product is: [C:1](/[C:3](=[CH:31]\[CH3:32])/[C:4]([N:6]1[CH2:7][CH:8]([N:10]2[CH:14]=[C:13]([C:15]([NH2:17])=[O:16])[C:12]([C:18]3[CH:23]=[CH:22][C:21]([O:24][C:25]4[CH:30]=[CH:29][CH:28]=[CH:27][CH:26]=4)=[CH:20][CH:19]=3)=[N:11]2)[CH2:9]1)=[O:5])#[N:2]. (3) Given the reactants [CH:1]([O:4][C:5]([N:7]1[CH:12]([CH2:13][CH3:14])[CH2:11][C:10](=O)[CH2:9][CH:8]1[CH2:16][CH3:17])=[O:6])([CH3:3])[CH3:2].[F:18][C:19]([F:33])([F:32])[C:20]1[CH:21]=[C:22]([CH:25]=[C:26]([C:28]([F:31])([F:30])[F:29])[CH:27]=1)[CH2:23][NH2:24].[BH4-].[Na+], predict the reaction product. The product is: [CH:1]([O:4][C:5]([N:7]1[CH:12]([CH2:13][CH3:14])[CH2:11][CH:10]([NH:24][CH2:23][C:22]2[CH:25]=[C:26]([C:28]([F:29])([F:30])[F:31])[CH:27]=[C:20]([C:19]([F:18])([F:32])[F:33])[CH:21]=2)[CH2:9][CH:8]1[CH2:16][CH3:17])=[O:6])([CH3:3])[CH3:2]. (4) Given the reactants [Br:1][C:2]1[CH:3]=[N:4][CH:5]=[C:6]([CH:10]=1)[C:7](O)=[O:8].C(Cl)([C:13](Cl)=[O:14])=O.C[CH2:18][N:19](CC)CC.O, predict the reaction product. The product is: [Br:1][C:2]1[CH:3]=[N:4][CH:5]=[C:6]([CH:10]=1)[C:7]([N:19]([O:14][CH3:13])[CH3:18])=[O:8]. (5) Given the reactants [CH:1]1([S:4]([NH:7][C:8]([C@@:10]2([NH:15][C:16](=[O:22])[O:17][C:18]([CH3:21])([CH3:20])[CH3:19])[CH2:12][C@H:11]2[CH:13]=[CH2:14])=[O:9])(=[O:6])=[O:5])[CH2:3][CH2:2]1, predict the reaction product. The product is: [CH:1]1([S:4]([NH:7][C:8]([C@@:10]2([NH:15][C:16](=[O:22])[O:17][C:18]([CH3:21])([CH3:20])[CH3:19])[CH2:12][C@H:11]2[CH2:13][CH3:14])=[O:9])(=[O:6])=[O:5])[CH2:3][CH2:2]1. (6) Given the reactants II.Br[CH:4]([CH3:12])[CH2:5][CH2:6][C:7]([O:9]CC)=[O:8].I[CH2:14][CH2:15][C:16]1[CH:21]=[CH:20][CH:19]=[CH:18][CH:17]=1.Cl, predict the reaction product. The product is: [CH2:15]([C:16]1[CH:21]=[CH:20][C:19]([CH:4]([CH3:12])[CH2:5][CH2:6][C:7]([OH:9])=[O:8])=[CH:18][CH:17]=1)[CH3:14]. (7) The product is: [C:47]([O:46][C:44](=[O:45])[NH:51][CH2:52][CH2:53][C:54](=[O:56])[N:14]([CH2:15][C:16]1[CH:24]=[CH:23][CH:22]=[C:21]2[C:17]=1[CH2:18][N:19]([CH:26]1[CH2:31][CH2:30][C:29](=[O:32])[NH:28][C:27]1=[O:33])[C:20]2=[O:25])[CH3:13])([CH3:48])([CH3:49])[CH3:50]. Given the reactants N12CCCN=C1CCCCC2.Cl.[CH3:13][NH:14][CH2:15][C:16]1[CH:24]=[CH:23][CH:22]=[C:21]2[C:17]=1[CH2:18][N:19]([CH:26]1[CH2:31][CH2:30][C:29](=[O:32])[NH:28][C:27]1=[O:33])[C:20]2=[O:25].ON1C2C=CC=CC=2N=N1.[C:44]([NH:51][CH2:52][CH2:53][C:54]([OH:56])=O)([O:46][C:47]([CH3:50])([CH3:49])[CH3:48])=[O:45].Cl.CN(C)CCCN=C=NCC, predict the reaction product.